This data is from Full USPTO retrosynthesis dataset with 1.9M reactions from patents (1976-2016). The task is: Predict the reactants needed to synthesize the given product. (1) Given the product [NH2:1][C:2]1[N:7]=[C:6]([NH:8][C@@H:9]([CH2:12][CH2:13][CH3:14])[CH2:10][OH:11])[C:5]([CH2:15][C:16]2[CH:21]=[CH:20][C:19]([CH2:22][C:23]([O:25][CH2:26][CH:27]3[CH2:32][CH2:31][N:30]([CH3:33])[CH2:29][CH2:28]3)=[O:24])=[CH:18][C:17]=2[OH:34])=[C:4]([CH3:42])[N:3]=1, predict the reactants needed to synthesize it. The reactants are: [NH2:1][C:2]1[N:7]=[C:6]([NH:8][C@@H:9]([CH2:12][CH2:13][CH3:14])[CH2:10][OH:11])[C:5]([CH2:15][C:16]2[CH:21]=[CH:20][C:19]([CH2:22][C:23]([O:25][CH2:26][CH:27]3[CH2:32][CH2:31][N:30]([CH3:33])[CH2:29][CH2:28]3)=[O:24])=[CH:18][C:17]=2[O:34]CC2C=CC=CC=2)=[C:4]([CH3:42])[N:3]=1. (2) Given the product [S:7]1[CH:11]=[CH:10][C:9]2[CH:12]=[CH:13][CH:14]=[C:15]([C:16]([O:18][CH3:1])=[O:17])[C:8]1=2, predict the reactants needed to synthesize it. The reactants are: [C:1](Cl)(=O)C(Cl)=O.[S:7]1[CH:11]=[CH:10][C:9]2[CH:12]=[CH:13][CH:14]=[C:15]([C:16]([OH:18])=[O:17])[C:8]1=2.